Dataset: Reaction yield outcomes from USPTO patents with 853,638 reactions. Task: Predict the reaction yield, written as a fraction of the theoretical maximum amount of product (1.0 means a 100% yield; for example, 0.34 means a 34% yield). (1) The reactants are [F:1][C:2]([F:15])([F:14])[C:3]([NH:5][CH2:6][CH2:7][CH2:8][CH2:9][CH2:10][C:11](Cl)=[O:12])=[O:4].[CH:16]1[C:27]2[CH:26]=[CH:25][C:24]3[CH:28]=[CH:29][CH:30]=[CH:31][C:23]=3[CH2:22][NH:21][C:20]=2[CH:19]=[CH:18][CH:17]=1.N1C=CC=CC=1. The catalyst is C(Cl)Cl. The product is [CH:16]1[C:27]2[CH:26]=[CH:25][C:24]3[CH:28]=[CH:29][CH:30]=[CH:31][C:23]=3[CH2:22][N:21]([C:11](=[O:12])[CH2:10][CH2:9][CH2:8][CH2:7][CH2:6][NH:5][C:3](=[O:4])[C:2]([F:15])([F:14])[F:1])[C:20]=2[CH:19]=[CH:18][CH:17]=1. The yield is 0.710. (2) The reactants are Cl[C:2]1[N:7]=[C:6]([NH:8][C:9]2[CH:10]=[CH:11][C:12]3[S:16][C:15]([CH3:17])=[N:14][C:13]=3[CH:18]=2)[CH:5]=[N:4][CH:3]=1.[N:19]1[CH:24]=[CH:23][C:22](B(O)O)=[CH:21][CH:20]=1.C(=O)([O-])[O-].[Na+].[Na+]. The catalyst is COCCOC.O.C1C=CC([P]([Pd]([P](C2C=CC=CC=2)(C2C=CC=CC=2)C2C=CC=CC=2)([P](C2C=CC=CC=2)(C2C=CC=CC=2)C2C=CC=CC=2)[P](C2C=CC=CC=2)(C2C=CC=CC=2)C2C=CC=CC=2)(C2C=CC=CC=2)C2C=CC=CC=2)=CC=1. The product is [CH3:17][C:15]1[S:16][C:12]2[CH:11]=[CH:10][C:9]([NH:8][C:6]3[CH:5]=[N:4][CH:3]=[C:2]([C:22]4[CH:23]=[CH:24][N:19]=[CH:20][CH:21]=4)[N:7]=3)=[CH:18][C:13]=2[N:14]=1. The yield is 0.865. (3) The reactants are O1[CH2:6][CH2:5][CH2:4][CH2:3][CH:2]1[N:7]1[C:15]2[C:10](=[CH:11][C:12]([C:16]3[N:20]=[CH:19][N:18]([C:21]([C:34]4[CH:39]=[CH:38][CH:37]=[CH:36][CH:35]=4)([C:28]4[CH:33]=[CH:32][CH:31]=[CH:30][CH:29]=4)[C:22]4[CH:27]=[CH:26][CH:25]=[CH:24][CH:23]=4)[N:17]=3)=[CH:13][CH:14]=2)[C:9]([C:40]2[CH:41]=[C:42]([CH:47]=[CH:48][CH:49]=2)[C:43](OC)=O)=[N:8]1.[OH2:50].[OH-:51].[Li+].[CH2:53]([NH2:60])[C:54]1[CH:59]=[CH:58][CH:57]=[CH:56][CH:55]=1.O.ON1C2C=CC=CC=2N=N1.Cl.CN(C)CCCN=C=NCC. The catalyst is O1CCCC1.O1CCCC1.O. The product is [O:50]1[CH2:6][CH2:5][CH2:4][CH2:3][CH:2]1[N:7]1[C:15]2[C:10](=[CH:11][C:12]([C:16]3[N:20]=[CH:19][N:18]([C:21]([C:34]4[CH:39]=[CH:38][CH:37]=[CH:36][CH:35]=4)([C:28]4[CH:33]=[CH:32][CH:31]=[CH:30][CH:29]=4)[C:22]4[CH:27]=[CH:26][CH:25]=[CH:24][CH:23]=4)[N:17]=3)=[CH:13][CH:14]=2)[C:9]([C:40]2[CH:41]=[C:42]([C:43]([NH:60][CH2:53][C:54]3[CH:59]=[CH:58][CH:57]=[CH:56][CH:55]=3)=[O:51])[CH:47]=[CH:48][CH:49]=2)=[N:8]1. The yield is 0.780. (4) The reactants are [O:1]=[C:2]1[CH2:7][CH2:6][N:5]([C:8]2[CH:13]=[CH:12][C:11]([N+:14]([O-:16])=[O:15])=[CH:10][C:9]=2[F:17])[CH2:4][CH2:3]1.C(N(CC)CC)C.[CH3:25][Si:26](Cl)([CH3:28])[CH3:27]. The catalyst is CN(C)C=O. The product is [CH3:25][Si:26]([CH3:28])([CH3:27])[O:1][CH:2]1[CH2:3][CH2:4][N:5]([C:8]2[CH:13]=[CH:12][C:11]([N+:14]([O-:16])=[O:15])=[CH:10][C:9]=2[F:17])[CH2:6][CH2:7]1. The yield is 0.860. (5) The reactants are C[N:2](C)[CH:3]=[CH:4][C:5]([C:7]1[C:12](=[O:13])[CH:11]=[CH:10][N:9]([C:14]2[CH:19]=[CH:18][CH:17]=[CH:16][C:15]=2[CH3:20])[N:8]=1)=O.[C:22]1([NH:28]N)[CH:27]=[CH:26][CH:25]=[CH:24][CH:23]=1. The catalyst is CO. The product is [CH3:20][C:15]1[CH:16]=[CH:17][CH:18]=[CH:19][C:14]=1[N:9]1[CH:10]=[CH:11][C:12](=[O:13])[C:7]([C:5]2[N:28]([C:22]3[CH:27]=[CH:26][CH:25]=[CH:24][CH:23]=3)[N:2]=[CH:3][CH:4]=2)=[N:8]1. The yield is 0.120. (6) The reactants are [C:1]([O:4][CH:5]1[C:6]([OH:60])([CH3:59])CCC(C(OC2C=CC([N+]([O-])=O)=CC=2)=O)[CH2:10][C:11]([O:13][CH:14](/[C:19](/[CH3:46])=[CH:20]/[CH:21]=[CH:22]/[CH:23]([CH3:45])[CH2:24][CH:25]2[O:44][CH:26]2[CH:27]([CH3:43])C(C(OC2C=CC([N+]([O-])=O)=CC=2)=O)CC)[CH:15]([CH3:18])[CH:16]=[CH:17]1)=[O:12])(=[O:3])[CH3:2].[CH2:61]([NH:63][CH2:64][CH3:65])[CH3:62]. The catalyst is O1CCCC1.C(OCC)(=O)C. The product is [C:1]([O:4][CH:5]1[C:6]([OH:60])([CH3:59])[CH2:16][CH2:17][CH:5]([O:4][C:1](=[O:3])[N:63]([CH2:64][CH3:65])[CH2:61][CH3:62])[CH2:10][C:11]([O:13][CH:14](/[C:19](/[CH3:46])=[CH:20]/[CH:21]=[CH:22]/[CH:23]([CH3:45])[CH2:24][CH:25]2[O:44][CH:26]2[CH:27]([CH3:43])[CH:14]([O:13][C:11](=[O:12])[N:63]([CH2:64][CH3:65])[CH2:61][CH3:62])[CH2:15][CH3:18])[CH:15]([CH3:18])[CH:16]=[CH:17]1)=[O:12])(=[O:3])[CH3:2]. The yield is 1.00. (7) The reactants are Br.[NH2:2][C:3]1[C:4]([OH:17])=[C:5]([C:9]2[CH:10]=[C:11]([C:14]([OH:16])=[O:15])[S:12][CH:13]=2)[CH:6]=[CH:7][CH:8]=1.[N:18]([O-])=O.[Na+].[CH2:22]1[C:30]2[C:25](=[CH:26][C:27]([N:31]3[C:35](=[O:36])[CH2:34][C:33]([CH3:37])=[N:32]3)=[CH:28][CH:29]=2)[CH2:24][CH2:23]1.C(=O)(O)[O-].[Na+]. The catalyst is Cl.C(O)C. The product is [OH:17][C:4]1[C:3]([NH:2]/[N:18]=[C:34]2/[C:33]([CH3:37])=[N:32][N:31]([C:27]3[CH:26]=[C:25]4[C:30](=[CH:29][CH:28]=3)[CH2:22][CH2:23][CH2:24]4)[C:35]/2=[O:36])=[CH:8][CH:7]=[CH:6][C:5]=1[C:9]1[CH:10]=[C:11]([C:14]([OH:16])=[O:15])[S:12][CH:13]=1. The yield is 0.287.